From a dataset of Peptide-MHC class I binding affinity with 185,985 pairs from IEDB/IMGT. Regression. Given a peptide amino acid sequence and an MHC pseudo amino acid sequence, predict their binding affinity value. This is MHC class I binding data. (1) The peptide sequence is IYQEPFKNLK. The MHC is HLA-C06:02 with pseudo-sequence HLA-C06:02. The binding affinity (normalized) is 0. (2) The peptide sequence is SSAGLKDDL. The MHC is Mamu-A01 with pseudo-sequence Mamu-A01. The binding affinity (normalized) is 0.0196. (3) The peptide sequence is NASLTPKW. The MHC is Mamu-B52 with pseudo-sequence Mamu-B52. The binding affinity (normalized) is 0.250.